Dataset: Reaction yield outcomes from USPTO patents with 853,638 reactions. Task: Predict the reaction yield, written as a fraction of the theoretical maximum amount of product (1.0 means a 100% yield; for example, 0.34 means a 34% yield). (1) The reactants are [C:1]([O:5][C:6]([NH:8][C@@H:9]1[C@@H:14]2[O:15][C@@H:11]([CH2:12][CH2:13]2)[C@@H:10]1[C:16]([OH:18])=O)=[O:7])([CH3:4])([CH3:3])[CH3:2].[N:19]1C=CC=CC=1.O(C(OC(C)(C)C)=O)C(OC(C)(C)C)=O. The catalyst is O1CCOCC1. The product is [C:16]([C@H:10]1[C@H:11]2[O:15][C@H:14]([CH2:13][CH2:12]2)[C@H:9]1[NH:8][C:6](=[O:7])[O:5][C:1]([CH3:4])([CH3:3])[CH3:2])(=[O:18])[NH2:19]. The yield is 0.950. (2) The reactants are [Cl:1][C:2]1[N:10]=[C:9]2[C:5]([N:6]=[C:7]([CH:12]=O)[N:8]2[CH3:11])=[C:4]([N:14]2[CH2:19][CH2:18][O:17][CH2:16][CH2:15]2)[N:3]=1.[CH3:20][S:21]([N:24]1[CH2:29][C@@H:28]2[CH2:30][C@H:25]1[CH2:26][NH:27]2)(=[O:23])=[O:22].C(O[BH-](OC(=O)C)OC(=O)C)(=O)C.[Na+]. The catalyst is ClCCCl. The product is [Cl:1][C:2]1[N:10]=[C:9]2[C:5]([N:6]=[C:7]([CH2:12][N:27]3[CH2:26][C@@H:25]4[CH2:30][C@H:28]3[CH2:29][N:24]4[S:21]([CH3:20])(=[O:23])=[O:22])[N:8]2[CH3:11])=[C:4]([N:14]2[CH2:19][CH2:18][O:17][CH2:16][CH2:15]2)[N:3]=1. The yield is 0.980. (3) The reactants are ClC(Cl)(Cl)C(Cl)(Cl)Cl.[F:9][C:10]1[CH:11]=[CH:12][C:13]([NH:16][NH:17][C:18]([N:20]([CH2:24][CH:25]=[CH2:26])[CH2:21][CH:22]=[CH2:23])=O)=[N:14][CH:15]=1.C(N(CC)CC)C.C1(P(C2C=CC=CC=2)C2C=CC=CC=2)C=CC=CC=1. The catalyst is C1COCC1.CO. The product is [CH2:21]([N:20]([CH2:24][CH:25]=[CH2:26])[C:18]1[N:14]2[CH:15]=[C:10]([F:9])[CH:11]=[CH:12][C:13]2=[N:16][N:17]=1)[CH:22]=[CH2:23]. The yield is 0.620. (4) The reactants are [C:1]([C:5]1[CH:9]=[C:8]([NH2:10])[N:7]([C:11]2[CH:21]=[CH:20][C:14]([C:15]([O:17][CH2:18][CH3:19])=[O:16])=[CH:13][CH:12]=2)[N:6]=1)([CH3:4])([CH3:3])[CH3:2].N(C1C=CC(C(OCC)=O)=CC=1)N.C(CC#N)(=O)C(C)(C)C.[Cl:44][C:45]1[CH:50]=[CH:49][CH:48]=[C:47]([N:51]=[C:52]=[O:53])[C:46]=1[Cl:54]. No catalyst specified. The product is [C:1]([C:5]1[CH:9]=[C:8]([NH:10][C:52]([NH:51][C:47]2[CH:48]=[CH:49][CH:50]=[C:45]([Cl:44])[C:46]=2[Cl:54])=[O:53])[N:7]([C:11]2[CH:12]=[CH:13][C:14]([C:15]([O:17][CH2:18][CH3:19])=[O:16])=[CH:20][CH:21]=2)[N:6]=1)([CH3:2])([CH3:4])[CH3:3]. The yield is 0.480. (5) The reactants are [CH3:1][O:2][C:3]1[CH:8]=[CH:7][CH:6]=[CH:5][C:4]=1[CH2:9][C:10]([O:12][CH3:13])=[O:11].C1COCC1.C([N-]C(C)C)(C)C.[Li+].[CH2:27](Br)[C:28]1[CH:33]=[CH:32][CH:31]=[CH:30][CH:29]=1. The catalyst is CCCCCCC.C1COCC1. The product is [CH3:1][O:2][C:3]1[CH:8]=[CH:7][CH:6]=[CH:5][C:4]=1[CH:9]([CH2:27][C:28]1[CH:33]=[CH:32][CH:31]=[CH:30][CH:29]=1)[C:10]([O:12][CH3:13])=[O:11]. The yield is 0.350. (6) The yield is 0.881. The reactants are [ClH:1].[Cl:2][C:3]1[CH:8]=[CH:7][C:6]([CH:9]([C:23]2[CH:28]=[CH:27][CH:26]=[CH:25][CH:24]=2)[N:10]2[CH2:15][CH2:14][N:13](C(OC(C)(C)C)=O)[CH2:12][CH2:11]2)=[CH:5][CH:4]=1. The catalyst is C(OCC)(=O)C. The product is [ClH:2].[ClH:1].[Cl:2][C:3]1[CH:4]=[CH:5][C:6]([CH:9]([C:23]2[CH:24]=[CH:25][CH:26]=[CH:27][CH:28]=2)[N:10]2[CH2:11][CH2:12][NH:13][CH2:14][CH2:15]2)=[CH:7][CH:8]=1.